Predict the reactants needed to synthesize the given product. From a dataset of Full USPTO retrosynthesis dataset with 1.9M reactions from patents (1976-2016). Given the product [CH2:24]([C:23]1[CH:22]=[CH:21][CH:20]=[C:19]([CH2:26][CH3:27])[C:18]=1[C:13]1[N:12]=[C:11]([C:28]([F:31])([F:29])[F:30])[C:10]([CH2:9][OH:8])=[C:15]([O:16][CH3:17])[CH:14]=1)[CH3:25], predict the reactants needed to synthesize it. The reactants are: [H-].[H-].[H-].[H-].[Li+].[Al+3].C[O:8][C:9](=O)[C:10]1[C:15]([O:16][CH3:17])=[CH:14][C:13]([C:18]2[C:23]([CH2:24][CH3:25])=[CH:22][CH:21]=[CH:20][C:19]=2[CH2:26][CH3:27])=[N:12][C:11]=1[C:28]([F:31])([F:30])[F:29].